This data is from Full USPTO retrosynthesis dataset with 1.9M reactions from patents (1976-2016). The task is: Predict the reactants needed to synthesize the given product. (1) Given the product [NH:1]1[C:9]2[C:4](=[CH:5][C:6]([NH:10][C:11]3[C:20]4[C:15](=[CH:16][CH:17]=[CH:18][CH:19]=4)[N:14]=[C:13]([C:21]4[CH:22]=[C:23]([CH:41]=[CH:42][CH:43]=4)[O:24][CH2:25][C:26]([NH:28][C@@H:29]4[CH2:33][CH2:32][NH:31][CH2:30]4)=[O:27])[N:12]=3)=[CH:7][CH:8]=2)[CH:3]=[N:2]1, predict the reactants needed to synthesize it. The reactants are: [NH:1]1[C:9]2[C:4](=[CH:5][C:6]([NH:10][C:11]3[C:20]4[C:15](=[CH:16][CH:17]=[CH:18][CH:19]=4)[N:14]=[C:13]([C:21]4[CH:22]=[C:23]([CH:41]=[CH:42][CH:43]=4)[O:24][CH2:25][C:26]([NH:28][C@@H:29]4[CH2:33][CH2:32][N:31](C(OC(C)(C)C)=O)[CH2:30]4)=[O:27])[N:12]=3)=[CH:7][CH:8]=2)[CH:3]=[N:2]1.C(O)(C(F)(F)F)=O. (2) Given the product [Cl:1][C:2]1[C:7]([NH:8][S:9]([C:12]2[CH:13]=[CH:14][C:15]([F:18])=[CH:16][CH:17]=2)(=[O:10])=[O:11])=[CH:6][C:5]([C:19]2[CH:20]=[CH:21][C:22]3[N:23]([C:25]([C:28]#[CH:29])=[CH:26][N:27]=3)[N:24]=2)=[CH:4][N:3]=1, predict the reactants needed to synthesize it. The reactants are: [Cl:1][C:2]1[C:7]([NH:8][S:9]([C:12]2[CH:17]=[CH:16][C:15]([F:18])=[CH:14][CH:13]=2)(=[O:11])=[O:10])=[CH:6][C:5]([C:19]2[CH:20]=[CH:21][C:22]3[N:23]([C:25]([C:28]#[C:29][Si](C)(C)C)=[CH:26][N:27]=3)[N:24]=2)=[CH:4][N:3]=1.CCCC[N+](CCCC)(CCCC)CCCC.[F-]. (3) The reactants are: Br[C:2]1[CH:3]=[N:4][CH:5]=[CH:6][CH:7]=1.C([Li])CCC.[CH3:13][Sn:14](Cl)([CH3:16])[CH3:15]. Given the product [CH3:13][Sn:14]([CH3:16])([CH3:15])[C:2]1[CH:3]=[N:4][CH:5]=[CH:6][CH:7]=1, predict the reactants needed to synthesize it. (4) Given the product [OH:36][CH2:35][CH2:37][NH:38][C:4]([C:6]1[C:7]2[S:15][CH:14]=[C:13]([CH2:16][O:17][C:18]3[CH:23]=[C:22]([NH:24][C:25](=[O:33])[C:26]4[CH:31]=[CH:30][C:29]([Cl:32])=[CH:28][CH:27]=4)[CH:21]=[CH:20][C:19]=3[CH3:34])[C:8]=2[C:9]([NH2:12])=[N:10][CH:11]=1)=[O:5], predict the reactants needed to synthesize it. The reactants are: C(O[C:4]([C:6]1[C:7]2[S:15][CH:14]=[C:13]([CH2:16][O:17][C:18]3[CH:23]=[C:22]([NH:24][C:25](=[O:33])[C:26]4[CH:31]=[CH:30][C:29]([Cl:32])=[CH:28][CH:27]=4)[CH:21]=[CH:20][C:19]=3[CH3:34])[C:8]=2[C:9]([NH2:12])=[N:10][CH:11]=1)=[O:5])C.[CH2:35]([CH2:37][NH2:38])[OH:36].